From a dataset of Reaction yield outcomes from USPTO patents with 853,638 reactions. Predict the reaction yield, written as a fraction of the theoretical maximum amount of product (1.0 means a 100% yield; for example, 0.34 means a 34% yield). (1) The reactants are [CH2:1]([N:8]1[CH2:12][CH2:11][C@H:10]([OH:13])[CH2:9]1)[C:2]1[CH:7]=[CH:6][CH:5]=[CH:4][CH:3]=1.N12CCN(CC1)CC2.[C:22]1([CH3:32])[CH:27]=[CH:26][C:25]([S:28](Cl)(=[O:30])=[O:29])=[CH:24][CH:23]=1. The catalyst is COC(C)(C)C. The product is [CH2:1]([N:8]1[CH2:12][CH2:11][C@H:10]([O:13][S:28]([C:25]2[CH:26]=[CH:27][C:22]([CH3:32])=[CH:23][CH:24]=2)(=[O:30])=[O:29])[CH2:9]1)[C:2]1[CH:3]=[CH:4][CH:5]=[CH:6][CH:7]=1. The yield is 0.940. (2) The reactants are [F:1][C:2]1[CH:7]=[CH:6][C:5]([C:8]2[C:16]3[C:11](=[CH:12][CH:13]=[C:14]([C:17]([OH:19])=O)[CH:15]=3)[NH:10][N:9]=2)=[CH:4][CH:3]=1.O.ON1C2C=CC=CC=2N=N1.Cl.CN(C)CCCN=C=NCC.[NH2:43][CH2:44][CH2:45][CH2:46][OH:47]. The catalyst is O1CCCC1.O.CN(C)C=O. The product is [F:1][C:2]1[CH:3]=[CH:4][C:5]([C:8]2[C:16]3[C:11](=[CH:12][CH:13]=[C:14]([C:17]([NH:43][CH2:44][CH2:45][CH2:46][OH:47])=[O:19])[CH:15]=3)[NH:10][N:9]=2)=[CH:6][CH:7]=1. The yield is 0.780. (3) The reactants are [CH3:1][S:2][C:3]1[N:4]=[CH:5][C:6]2[CH:12]=[CH:11][C:10](=[O:13])[NH:9][C:7]=2[N:8]=1.[Br:14]N1C(=O)CCC1=O. The catalyst is CN(C)C=O. The product is [Br:14][C:11]1[C:10](=[O:13])[NH:9][C:7]2[N:8]=[C:3]([S:2][CH3:1])[N:4]=[CH:5][C:6]=2[CH:12]=1. The yield is 0.480. (4) The yield is 0.610. The catalyst is C(Cl)(Cl)(Cl)Cl.C1COCC1. The product is [F:52][C:53]1[CH:71]=[CH:70][CH:69]=[C:68]([O:72][CH3:73])[C:54]=1[O:55][C:56]1[CH:62]=[CH:61][C:60]([CH2:63][S:64]([CH3:67])(=[O:66])=[O:65])=[CH:59][C:57]=1[NH:58][C:39]([NH:74][C:75]1[S:76][CH:77]=[CH:78][N:79]=1)=[O:46]. The reactants are FC1C=CC=C(OC)C=1OC1C=CC(C)=CC=1[N+]([O-])=O.BrN1C(=O)CCC1=O.C(OO[C:39](=[O:46])C1C=CC=CC=1)(=O)C1C=CC=CC=1.CS([O-])=O.[Na+].[F:52][C:53]1[CH:71]=[CH:70][CH:69]=[C:68]([O:72][CH3:73])[C:54]=1[O:55][C:56]1[CH:62]=[CH:61][C:60]([CH2:63][S:64]([CH3:67])(=[O:66])=[O:65])=[CH:59][C:57]=1[NH2:58].[NH2:74][C:75]1[S:76][CH:77]=[CH:78][N:79]=1.